Dataset: Reaction yield outcomes from USPTO patents with 853,638 reactions. Task: Predict the reaction yield, written as a fraction of the theoretical maximum amount of product (1.0 means a 100% yield; for example, 0.34 means a 34% yield). The reactants are [N:1]1[CH:6]=[CH:5][CH:4]=[CH:3][C:2]=1[C:7]#[C:8][C:9]1[CH:10]=[CH:11][C:12]([N:15]2[CH2:20][CH2:19][N:18](C(OC(C)(C)C)=O)[CH2:17][CH2:16]2)=[N:13][CH:14]=1.FC(F)(F)C(O)=O.C(N(CC)CC)C.[CH3:42][S:43](Cl)(=[O:45])=[O:44]. The catalyst is C(Cl)Cl. The product is [CH3:42][S:43]([N:18]1[CH2:19][CH2:20][N:15]([C:12]2[CH:11]=[CH:10][C:9]([C:8]#[C:7][C:2]3[CH:3]=[CH:4][CH:5]=[CH:6][N:1]=3)=[CH:14][N:13]=2)[CH2:16][CH2:17]1)(=[O:45])=[O:44]. The yield is 0.980.